From a dataset of Forward reaction prediction with 1.9M reactions from USPTO patents (1976-2016). Predict the product of the given reaction. (1) Given the reactants [CH2:1]([N:8]1[CH2:19][CH2:18][C:11]2[N:12]=[C:13]([Cl:17])[N:14]=[C:15](Cl)[C:10]=2[CH2:9]1)[C:2]1[CH:7]=[CH:6][CH:5]=[CH:4][CH:3]=1.[CH3:20][O-:21].[Na+], predict the reaction product. The product is: [CH2:1]([N:8]1[CH2:19][CH2:18][C:11]2[N:12]=[C:13]([Cl:17])[N:14]=[C:15]([O:21][CH3:20])[C:10]=2[CH2:9]1)[C:2]1[CH:7]=[CH:6][CH:5]=[CH:4][CH:3]=1. (2) The product is: [NH:22]([C:2]1[N:3]=[C:4]([NH2:20])[C:5]2[N:6]=[CH:7][N:8]([C:18]=2[N:19]=1)[C@@H:9]1[O:17][C@H:14]([CH2:15][OH:16])[C@@H:12]([OH:13])[C@H:10]1[OH:11])[NH2:23]. Given the reactants Cl[C:2]1[N:3]=[C:4]([NH2:20])[C:5]2[N:6]=[CH:7][N:8]([C:18]=2[N:19]=1)[C@@H:9]1[O:17][C@H:14]([CH2:15][OH:16])[C@@H:12]([OH:13])[C@H:10]1[OH:11].O.[NH2:22][NH2:23], predict the reaction product. (3) Given the reactants [CH3:1][C:2]1[CH:3]=[C:4]([C:9]([C:11]2[C:20](=[O:21])[C:19]3[C:14](=[CH:15][CH:16]=[CH:17][CH:18]=3)[NH:13][CH:12]=2)=[O:10])[CH:5]=[N:6][C:7]=1[CH3:8].[H-].[Na+].Br[CH2:25][C:26]1[CH:31]=[CH:30][CH:29]=[C:28]([C:32]([F:35])([F:34])[F:33])[N:27]=1, predict the reaction product. The product is: [CH3:1][C:2]1[CH:3]=[C:4]([C:9]([C:11]2[C:20](=[O:21])[C:19]3[C:14](=[CH:15][CH:16]=[CH:17][CH:18]=3)[N:13]([CH2:25][C:26]3[CH:31]=[CH:30][CH:29]=[C:28]([C:32]([F:34])([F:33])[F:35])[N:27]=3)[CH:12]=2)=[O:10])[CH:5]=[N:6][C:7]=1[CH3:8].